From a dataset of Reaction yield outcomes from USPTO patents with 853,638 reactions. Predict the reaction yield, written as a fraction of the theoretical maximum amount of product (1.0 means a 100% yield; for example, 0.34 means a 34% yield). The reactants are [OH:1][C@H:2]([C:11]1[CH:16]=[CH:15][CH:14]=[CH:13][CH:12]=1)[C@@H:3]([CH2:7][CH2:8][C:9]#[CH:10])[C:4]([OH:6])=[O:5].N12CCCN=C1CCCCC2.[Si:28](Cl)([C:31]([CH3:34])([CH3:33])[CH3:32])([CH3:30])[CH3:29]. The catalyst is C(#N)C. The product is [Si:28]([O:1][C@H:2]([C:11]1[CH:12]=[CH:13][CH:14]=[CH:15][CH:16]=1)[C@@H:3]([CH2:7][CH2:8][C:9]#[CH:10])[C:4]([OH:6])=[O:5])([C:31]([CH3:34])([CH3:33])[CH3:32])([CH3:30])[CH3:29]. The yield is 0.866.